This data is from Full USPTO retrosynthesis dataset with 1.9M reactions from patents (1976-2016). The task is: Predict the reactants needed to synthesize the given product. (1) The reactants are: [Br:1][C:2]1[CH:3]=[C:4]2[C:8](=[CH:9][CH:10]=1)[N:7]([CH:11]1[CH2:16][CH2:15][N:14]([C:17]([O:19][C:20]([CH3:23])([CH3:22])[CH3:21])=[O:18])[CH2:13][CH2:12]1)[CH2:6][CH2:5]2.ClC1C(=O)C(C#N)=C(C#N)C(=O)C=1Cl.C(OCC)(=O)C. Given the product [Br:1][C:2]1[CH:3]=[C:4]2[C:8](=[CH:9][CH:10]=1)[N:7]([CH:11]1[CH2:16][CH2:15][N:14]([C:17]([O:19][C:20]([CH3:23])([CH3:22])[CH3:21])=[O:18])[CH2:13][CH2:12]1)[CH:6]=[CH:5]2, predict the reactants needed to synthesize it. (2) Given the product [Cl:8][C:4]1[CH:5]=[CH:6][CH:7]=[C:2]([Cl:1])[C:3]=1[S:9]([CH2:11][C:12]1[C:16]([CH2:17][O:18][C:19]2[CH:20]=[CH:21][C:22]([C:25]3[CH:26]=[C:27]4[C:32](=[CH:33][CH:34]=3)[N:31]=[C:30]([C:35]([OH:37])=[O:36])[CH:29]=[CH:28]4)=[CH:23][CH:24]=2)=[C:15]([CH:40]([CH3:42])[CH3:41])[O:14][N:13]=1)=[O:10], predict the reactants needed to synthesize it. The reactants are: [Cl:1][C:2]1[CH:7]=[CH:6][CH:5]=[C:4]([Cl:8])[C:3]=1[S:9]([CH2:11][C:12]1[C:16]([CH2:17][O:18][C:19]2[CH:24]=[CH:23][C:22]([C:25]3[CH:26]=[C:27]4[C:32](=[CH:33][CH:34]=3)[N:31]=[C:30]([C:35]([O:37]CC)=[O:36])[CH:29]=[CH:28]4)=[CH:21][CH:20]=2)=[C:15]([CH:40]([CH3:42])[CH3:41])[O:14][N:13]=1)=[O:10].O1CCCC1.[OH-].[Na+].Cl. (3) The reactants are: Cl.NC[C:4]1[CH:13]=[CH:12][C:7]([C:8]([O:10][CH3:11])=[O:9])=[C:6]([OH:14])[CH:5]=1.[C:15]([O:19][C:20]([O:22]C(OC(C)(C)C)=O)=O)([CH3:18])([CH3:17])[CH3:16].[CH2:30]([N:32](CC)CC)C. Given the product [C:15]([O:19][C:20]([NH:32][CH2:30][C:5]1[C:6]([OH:14])=[C:7]([CH:12]=[CH:13][CH:4]=1)[C:8]([O:10][CH3:11])=[O:9])=[O:22])([CH3:18])([CH3:17])[CH3:16], predict the reactants needed to synthesize it. (4) Given the product [C:1]([NH:4][C:5]1[C:19]([NH:20][CH2:22][C:23]2[CH:28]=[CH:27][C:26]([O:29][CH2:30][CH2:31][CH2:32][CH2:33][CH3:34])=[CH:25][C:24]=2[Cl:35])=[CH:18][CH:17]=[CH:16][C:6]=1[O:7][CH2:8][CH2:9][CH2:10][C:11]([O:13][CH2:14][CH3:15])=[O:12])(=[O:3])[CH3:2], predict the reactants needed to synthesize it. The reactants are: [C:1]([NH:4][C:5]1[C:19]([NH2:20])=[CH:18][CH:17]=[CH:16][C:6]=1[O:7][CH2:8][CH2:9][CH2:10][C:11]([O:13][CH2:14][CH3:15])=[O:12])(=[O:3])[CH3:2].Br[CH2:22][C:23]1[CH:28]=[CH:27][C:26]([O:29][CH2:30][CH2:31][CH2:32][CH2:33][CH3:34])=[CH:25][C:24]=1[Cl:35].C(=O)([O-])[O-].[K+].[K+]. (5) Given the product [Br:1][C:2]1[CH:3]=[N:4][N:5]([CH3:19])[C:6]=1[C:7]1[CH:12]=[C:11]([NH2:13])[CH:10]=[CH:9][C:8]=1[O:16][CH2:17][CH3:18], predict the reactants needed to synthesize it. The reactants are: [Br:1][C:2]1[CH:3]=[N:4][N:5]([CH3:19])[C:6]=1[C:7]1[CH:12]=[C:11]([N+:13]([O-])=O)[CH:10]=[CH:9][C:8]=1[O:16][CH2:17][CH3:18].O.O.Cl[Sn]Cl.CCO. (6) Given the product [NH2:44][C:38]1[CH:37]=[C:36]([C:17]2[CH:16]=[C:15]3[C:11]([CH:12]=[N:13][NH:14]3)=[C:10]([NH:9][C:7]([C:5]3[N:6]=[C:2]([CH3:1])[S:3][CH:4]=3)=[O:8])[CH:18]=2)[CH:41]=[N:40][C:39]=1[O:42][CH3:43], predict the reactants needed to synthesize it. The reactants are: [CH3:1][C:2]1[S:3][CH:4]=[C:5]([C:7]([NH:9][C:10]2[C:11]3[C:15]([CH:16]=[C:17](B4OC(C)(C)CC(C)(C)O4)[CH:18]=2)=[N:14][N:13](C2CCCCO2)[CH:12]=3)=[O:8])[N:6]=1.Br[C:36]1[CH:37]=[C:38]([NH2:44])[C:39]([O:42][CH3:43])=[N:40][CH:41]=1.O1CCOCC1.C(=O)([O-])[O-].[Na+].[Na+]. (7) Given the product [CH2:8]([O:10][C:11]([C:13]1[C:18]([CH:19]([S:20]([CH2:23][C:24]2[C:29]([C:30]([F:32])([F:31])[F:33])=[CH:28][CH:27]=[CH:26][C:25]=2[Cl:34])(=[O:21])=[O:22])[CH2:1][CH3:2])=[N:17][CH:16]=[CH:15][N:14]=1)=[O:12])[CH3:9], predict the reactants needed to synthesize it. The reactants are: [CH3:1][CH2:2]C([O-])(C)C.[K+].[CH2:8]([O:10][C:11]([C:13]1[C:18]([CH2:19][S:20]([CH2:23][C:24]2[C:29]([C:30]([F:33])([F:32])[F:31])=[CH:28][CH:27]=[CH:26][C:25]=2[Cl:34])(=[O:22])=[O:21])=[N:17][CH:16]=[CH:15][N:14]=1)=[O:12])[CH3:9].ICC. (8) Given the product [O:17]=[S:13]1(=[O:18])[CH2:14][CH2:15][CH2:16][N:12]1[C:4]1[CH:3]=[C:2]([N:21]2[CH2:22][CH2:23][O:19][C:20]2=[O:24])[CH:11]=[CH:10][C:5]=1[C:6]([O:8][CH3:9])=[O:7], predict the reactants needed to synthesize it. The reactants are: Br[C:2]1[CH:11]=[CH:10][C:5]([C:6]([O:8][CH3:9])=[O:7])=[C:4]([N:12]2[CH2:16][CH2:15][CH2:14][S:13]2(=[O:18])=[O:17])[CH:3]=1.[O:19]1[CH2:23][CH2:22][NH:21][C:20]1=[O:24]. (9) Given the product [CH3:1][O:2][CH2:3][N:4]1[C:12]2[C:7](=[CH:8][CH:9]=[CH:10][C:11]=2[N:13]([S:14]([C:17]2[CH:22]=[CH:21][CH:20]=[CH:19][C:18]=2[O:23][CH3:24])(=[O:15])=[O:16])[CH3:30])[CH:6]=[C:5]1[C:25]([O:27][CH2:28][CH3:29])=[O:26], predict the reactants needed to synthesize it. The reactants are: [CH3:1][O:2][CH2:3][N:4]1[C:12]2[C:7](=[CH:8][CH:9]=[CH:10][C:11]=2[NH:13][S:14]([C:17]2[CH:22]=[CH:21][CH:20]=[CH:19][C:18]=2[O:23][CH3:24])(=[O:16])=[O:15])[CH:6]=[C:5]1[C:25]([O:27][CH2:28][CH3:29])=[O:26].[C:30](=O)([O-])[O-].[K+].[K+].CI. (10) Given the product [Cl:1][C:2]1[CH:3]=[C:4]([OH:23])[C:5]([NH:8][S:9]([CH2:12][C:13]2[CH:14]=[C:15]([O:21][CH3:22])[CH:16]=[C:17]([O:19][CH3:20])[CH:18]=2)(=[O:10])=[O:11])=[N:6][CH:7]=1, predict the reactants needed to synthesize it. The reactants are: [Cl:1][C:2]1[CH:3]=[C:4]([O:23]CC=C)[C:5]([NH:8][S:9]([CH2:12][C:13]2[CH:18]=[C:17]([O:19][CH3:20])[CH:16]=[C:15]([O:21][CH3:22])[CH:14]=2)(=[O:11])=[O:10])=[N:6][CH:7]=1.ClCCl.C([O-])([O-])=O.[K+].[K+].